The task is: Regression. Given a peptide amino acid sequence and an MHC pseudo amino acid sequence, predict their binding affinity value. This is MHC class II binding data.. This data is from Peptide-MHC class II binding affinity with 134,281 pairs from IEDB. The peptide sequence is SQDLELIWNLNGLQAY. The MHC is DRB1_0802 with pseudo-sequence DRB1_0802. The binding affinity (normalized) is 0.602.